Dataset: Reaction yield outcomes from USPTO patents with 853,638 reactions. Task: Predict the reaction yield, written as a fraction of the theoretical maximum amount of product (1.0 means a 100% yield; for example, 0.34 means a 34% yield). (1) The product is [O:34]=[C:25]1[C:26]2[C:31](=[CH:30][CH:29]=[CH:28][CH:27]=2)[C:32](=[O:33])[N:24]1[CH:16]([C:17]1[O:18][C:21]([CH3:22])=[CH:20][N:19]=1)[CH2:15][C:12]1[CH:13]=[CH:14][C:9]([O:8][C:1](=[O:36])[CH3:2])=[CH:10][CH:11]=1. The yield is 0.560. The catalyst is C(OC(=O)C)(=O)C. The reactants are [CH2:1]([O:8][C:9]1[CH:14]=[CH:13][C:12]([CH2:15][CH:16]([N:24]2[C:32](=[O:33])[C:31]3[C:26](=[CH:27][CH:28]=[CH:29][CH:30]=3)[C:25]2=[O:34])[C:17]([NH:19][CH2:20][C:21](=O)[CH3:22])=[O:18])=[CH:11][CH:10]=1)[C:2]1C=CC=CC=1.S(=O)(=O)(O)[OH:36].C([O-])(=O)C.[Na+]. (2) The reactants are COC(C1[CH:14]=[C:13](O)[C:12]2[C:7](=[C:8](OCC3C=CC=CC=3)[CH:9]=[C:10](Br)[CH:11]=2)N=1)=O.[CH2:25]([O:32][C:33]([C:35]1[CH:44]=[C:43]([O:45][CH2:46][C:47]2[CH:52]=[CH:51][CH:50]=[CH:49][CH:48]=2)[C:42]2[C:37](=[C:38](Br)[CH:39]=[CH:40][CH:41]=2)[N:36]=1)=[O:34])C1C=CC=CC=1. No catalyst specified. The product is [CH3:25][O:32][C:33]([C:35]1[CH:44]=[C:43]([O:45][CH2:46][C:47]2[CH:48]=[CH:49][CH:50]=[CH:51][CH:52]=2)[C:42]2[C:37](=[C:38]([C:14]#[C:13][C:12]3[CH:7]=[CH:8][CH:9]=[CH:10][CH:11]=3)[CH:39]=[CH:40][CH:41]=2)[N:36]=1)=[O:34]. The yield is 0.480. (3) The reactants are C1(SC)C=CC=CC=1.C([O:16][C:17]1[CH:18]=[C:19]([CH:34]=[CH:35][CH:36]=1)[CH2:20][NH:21][C:22]([C:24]1[CH:25]=[C:26]2[C:31](=[CH:32][CH:33]=1)[N:30]=[CH:29][CH:28]=[CH:27]2)=[O:23])C1C=CC=CC=1.FC(F)(F)C(O)=O. No catalyst specified. The product is [OH:16][C:17]1[CH:18]=[C:19]([CH:34]=[CH:35][CH:36]=1)[CH2:20][NH:21][C:22]([C:24]1[CH:25]=[C:26]2[C:31](=[CH:32][CH:33]=1)[N:30]=[CH:29][CH:28]=[CH:27]2)=[O:23]. The yield is 0.640. (4) The reactants are Br[C:2]1[CH:3]=[N:4][CH:5]=[C:6]([Br:8])[CH:7]=1.[NH2:9][CH2:10][CH2:11][NH:12][C:13](=[O:19])[O:14][C:15]([CH3:18])([CH3:17])[CH3:16].C1C=CC(P(C2C=CC3C(=CC=CC=3)C=2C2C3C(=CC=CC=3)C=CC=2P(C2C=CC=CC=2)C2C=CC=CC=2)C2C=CC=CC=2)=CC=1.C([O-])([O-])=O.[Cs+].[Cs+]. The catalyst is C1C=CC(/C=C/C(/C=C/C2C=CC=CC=2)=O)=CC=1.C1C=CC(/C=C/C(/C=C/C2C=CC=CC=2)=O)=CC=1.C1C=CC(/C=C/C(/C=C/C2C=CC=CC=2)=O)=CC=1.[Pd].[Pd]. The product is [C:15]([O:14][C:13](=[O:19])[NH:12][CH2:11][CH2:10][NH:9][C:2]1[CH:3]=[N:4][CH:5]=[C:6]([Br:8])[CH:7]=1)([CH3:18])([CH3:16])[CH3:17]. The yield is 0.430. (5) The reactants are [N:1]1([C:10]2[S:14][C:13]([C:15]([O:17]C)=O)=[C:12]([O:19][CH2:20][C:21]3[CH:26]=[CH:25][C:24]([CH3:27])=[CH:23][CH:22]=3)[CH:11]=2)[C:5]2[CH:6]=[CH:7][CH:8]=[CH:9][C:4]=2[N:3]=[CH:2]1.[NH3:28]. No catalyst specified. The product is [N:1]1([C:10]2[S:14][C:13]([C:15]([NH2:28])=[O:17])=[C:12]([O:19][CH2:20][C:21]3[CH:22]=[CH:23][C:24]([CH3:27])=[CH:25][CH:26]=3)[CH:11]=2)[C:5]2[CH:6]=[CH:7][CH:8]=[CH:9][C:4]=2[N:3]=[CH:2]1. The yield is 0.0600. (6) The reactants are [CH:1]1[CH:2]=[CH:3][C:4]2N(O)N=N[C:5]=2[CH:6]=1.C[CH2:12][N:13](C(C)C)C(C)C.CCN=C=NCCCN(C)C.Cl.Cl.[N:33]1([CH:39]=[O:40])[CH2:38][CH2:37][NH:36][CH2:35][CH2:34]1.[C:41]1([C:55]2[CH:60]=[CH:59][CH:58]=[CH:57][CH:56]=2)[CH:46]=[CH:45][C:44]([NH:47][C:48](=[O:54])[CH:49]([F:53])[C:50]([OH:52])=O)=[CH:43][CH:42]=1. The catalyst is CN(C=O)C.O. The product is [C:41]1([C:55]2[CH:60]=[CH:59][CH:58]=[CH:57][CH:56]=2)[CH:42]=[CH:43][C:44]([NH:47][C:48](=[O:54])[CH:49]([F:53])[C:50]([N:36]2[CH2:37][CH2:38][N:33]([C:39](=[O:40])[C:6]3[CH:1]=[CH:2][CH:3]=[C:4]([C:12]#[N:13])[CH:5]=3)[CH2:34][CH2:35]2)=[O:52])=[CH:45][CH:46]=1. The yield is 0.296.